Dataset: Catalyst prediction with 721,799 reactions and 888 catalyst types from USPTO. Task: Predict which catalyst facilitates the given reaction. (1) Reactant: [C:1]1([N:7]2[C:19]3[CH:18]=[CH:17][C:16](B4OC(C)(C)C(C)(C)O4)=[CH:15][C:14]=3[C:13]3[C:8]2=[CH:9][CH:10]=[CH:11][CH:12]=3)[CH:6]=[CH:5][CH:4]=[CH:3][CH:2]=1.Br[C:30]1[CH:35]=[CH:34][C:33]([NH2:36])=[C:32]([CH3:37])[CH:31]=1.O1CCOCC1.C(=O)([O-])[O-].[K+].[K+]. Product: [CH3:37][C:32]1[CH:31]=[C:30]([C:16]2[CH:17]=[CH:18][C:19]3[N:7]([C:1]4[CH:6]=[CH:5][CH:4]=[CH:3][CH:2]=4)[C:8]4[C:13]([C:14]=3[CH:15]=2)=[CH:12][CH:11]=[CH:10][CH:9]=4)[CH:35]=[CH:34][C:33]=1[NH2:36]. The catalyst class is: 398. (2) Reactant: [F:1][C:2]1[C:3]([N:20]2[C:25](=[O:26])[CH:24]=[C:23]([C:27]([F:30])([F:29])[F:28])[N:22]([CH3:31])[C:21]2=[O:32])=[CH:4][C:5]([O:11][C:12]2[CH:17]=[CH:16][CH:15]=[C:14]([O:18][CH3:19])[CH:13]=2)=[C:6]([N+:8]([O-])=O)[CH:7]=1.O. Product: [F:1][C:2]1[C:3]([N:20]2[C:25](=[O:26])[CH:24]=[C:23]([C:27]([F:28])([F:29])[F:30])[N:22]([CH3:31])[C:21]2=[O:32])=[CH:4][C:5]([O:11][C:12]2[CH:17]=[CH:16][CH:15]=[C:14]([O:18][CH3:19])[CH:13]=2)=[C:6]([CH:7]=1)[NH2:8]. The catalyst class is: 180. (3) Reactant: [OH:1][C:2]1[CH:7]=[CH:6][CH:5]=[CH:4][C:3]=1[CH:8]1[CH2:13][CH2:12][N:11]([CH2:14][CH2:15][C:16]([C:28]2[CH:33]=[CH:32][CH:31]=[CH:30][CH:29]=2)([C:22]2[CH:27]=[CH:26][CH:25]=[CH:24][CH:23]=2)[C:17]([N:19]([CH3:21])[CH3:20])=[O:18])[CH2:10][CH2:9]1.[C:34]([O:37][CH2:38][CH2:39]Br)(=[O:36])[CH3:35].C(=O)([O-])[O-].[K+].[K+].[I-].[K+]. Product: [C:34]([O:37][CH2:38][CH2:39][O:1][C:2]1[CH:7]=[CH:6][CH:5]=[CH:4][C:3]=1[CH:8]1[CH2:9][CH2:10][N:11]([CH2:14][CH2:15][C:16]([C:28]2[CH:29]=[CH:30][CH:31]=[CH:32][CH:33]=2)([C:22]2[CH:27]=[CH:26][CH:25]=[CH:24][CH:23]=2)[C:17]([N:19]([CH3:20])[CH3:21])=[O:18])[CH2:12][CH2:13]1)(=[O:36])[CH3:35]. The catalyst class is: 35. (4) Reactant: [Si:1]([O:8][C@@H:9]1[C@@:37]2([CH3:38])[C:13](=[CH:14][CH:15]=[C:16]3[C@@H:36]2[CH2:35][CH2:34][C@@:33]2([CH3:39])[C@H:17]3[CH2:18][CH:19]=[C:20]2[C@@H:21]([S:23]C(OC2C=CC=CC=2)=O)[CH3:22])[CH2:12][C@@H:11]([OH:40])[CH2:10]1)([C:4]([CH3:7])([CH3:6])[CH3:5])([CH3:3])[CH3:2].Br[CH2:42][CH2:43][C:44]([CH3:47])([OH:46])[CH3:45].[OH-].[K+]. Product: [Si:1]([O:8][C@@H:9]1[C@@:37]2([CH3:38])[C:13](=[CH:14][CH:15]=[C:16]3[C@@H:36]2[CH2:35][CH2:34][C@@:33]2([CH3:39])[C@H:17]3[CH2:18][CH:19]=[C:20]2[C@@H:21]([S:23][CH2:42][CH2:43][C:44]([OH:46])([CH3:47])[CH3:45])[CH3:22])[CH2:12][C@@H:11]([OH:40])[CH2:10]1)([C:4]([CH3:5])([CH3:6])[CH3:7])([CH3:2])[CH3:3]. The catalyst class is: 83. (5) Reactant: FC(F)(F)C([N:5]1[CH2:18][CH2:17][C:9]2=[CH:10][C:11]3[CH:12]=[CH:13][CH:14]=[CH:15][C:16]=3[N:8]2[CH2:7][CH2:6]1)=O.ClS([N:25]=[C:26]=[O:27])(=O)=O.CO.C[O-].[Na+]. Product: [CH2:17]1[C:9]2=[C:10]([C:26]([NH2:25])=[O:27])[C:11]3[CH:12]=[CH:13][CH:14]=[CH:15][C:16]=3[N:8]2[CH2:7][CH2:6][NH:5][CH2:18]1. The catalyst class is: 4.